From a dataset of NCI-60 drug combinations with 297,098 pairs across 59 cell lines. Regression. Given two drug SMILES strings and cell line genomic features, predict the synergy score measuring deviation from expected non-interaction effect. Drug 1: CC12CCC(CC1=CCC3C2CCC4(C3CC=C4C5=CN=CC=C5)C)O. Drug 2: C(CC(=O)O)C(=O)CN.Cl. Cell line: HOP-92. Synergy scores: CSS=3.47, Synergy_ZIP=-4.11, Synergy_Bliss=-6.79, Synergy_Loewe=-5.86, Synergy_HSA=-5.95.